Task: Regression. Given a peptide amino acid sequence and an MHC pseudo amino acid sequence, predict their binding affinity value. This is MHC class I binding data.. Dataset: Peptide-MHC class I binding affinity with 185,985 pairs from IEDB/IMGT (1) The peptide sequence is EIIELTRTL. The MHC is HLA-A30:01 with pseudo-sequence HLA-A30:01. The binding affinity (normalized) is 0.0847. (2) The binding affinity (normalized) is 0.0258. The peptide sequence is DPNPQEVVL. The MHC is HLA-B58:01 with pseudo-sequence HLA-B58:01. (3) The peptide sequence is RTAFGGKYM. The MHC is HLA-A32:01 with pseudo-sequence HLA-A32:01. The binding affinity (normalized) is 0.214. (4) The peptide sequence is KRWIAVPTWR. The MHC is Mamu-B08 with pseudo-sequence Mamu-B08. The binding affinity (normalized) is 0.555. (5) The peptide sequence is TVNEKRRLQL. The MHC is Patr-B0101 with pseudo-sequence Patr-B0101. The binding affinity (normalized) is 0.0450. (6) The peptide sequence is LMQWWSDYV. The MHC is HLA-A24:03 with pseudo-sequence HLA-A24:03. The binding affinity (normalized) is 0.0847. (7) The peptide sequence is KLRIKGMSY. The MHC is HLA-A03:01 with pseudo-sequence HLA-A03:01. The binding affinity (normalized) is 0.804.